Predict the product of the given reaction. From a dataset of Forward reaction prediction with 1.9M reactions from USPTO patents (1976-2016). (1) Given the reactants Br[C:2]1[S:6][C:5]([C:7]2[S:8][C:9]([C:12]3[S:13][C:14](Br)=[CH:15][CH:16]=3)=[CH:10][CH:11]=2)=[CH:4][CH:3]=1.[C:18]([C:20]1[S:21][C:22]([CH2:25][CH2:26][CH2:27][CH2:28][CH2:29][CH2:30][CH2:31][CH3:32])=[CH:23][CH:24]=1)#[CH:19].C(N([CH2:38][CH3:39])CC)C.[C:40]1([CH3:46])[CH:45]=[CH:44][CH:43]=[CH:42][CH:41]=1, predict the reaction product. The product is: [CH2:25]([C:22]1[S:21][C:20]([C:18]#[C:19][CH:2]2[S:6][C:5](=[C:7]3[CH:11]=[CH:10][C:9]([C:11]#[C:7][C:5]4[S:6][C:41]([CH2:42][CH2:43][CH2:44][CH2:45][CH2:40][CH2:46][CH2:38][CH3:39])=[CH:3][CH:4]=4)([C:12]4[S:13][CH:14]=[CH:15][CH:16]=4)[S:8]3)[CH:4]=[CH:3]2)=[CH:24][CH:23]=1)[CH2:26][CH2:27][CH2:28][CH2:29][CH2:30][CH2:31][CH3:32]. (2) Given the reactants [Br:1][C:2]1[C:10]2[C:5](=[N:6][CH:7]=[CH:8][C:9]=2Br)[N:4]([CH2:12][O:13][CH2:14][CH2:15][Si:16]([CH3:19])([CH3:18])[CH3:17])[CH:3]=1.CC1(C)C2C(=C(P(C3C=CC=CC=3)C3C=CC=CC=3)C=CC=2)OC2C(P(C3C=CC=CC=3)C3C=CC=CC=3)=CC=CC1=2.C(=O)([O-])[O-].[Cs+].[Cs+].[Cl:68][C:69]1[CH:70]=[C:71]([S:75]([NH2:78])(=[O:77])=[O:76])[CH:72]=[CH:73][CH:74]=1, predict the reaction product. The product is: [Br:1][C:2]1[C:10]2[C:5](=[N:6][CH:7]=[CH:8][C:9]=2[NH:78][S:75]([C:71]2[CH:72]=[CH:73][CH:74]=[C:69]([Cl:68])[CH:70]=2)(=[O:77])=[O:76])[N:4]([CH2:12][O:13][CH2:14][CH2:15][Si:16]([CH3:19])([CH3:18])[CH3:17])[CH:3]=1.